This data is from Forward reaction prediction with 1.9M reactions from USPTO patents (1976-2016). The task is: Predict the product of the given reaction. (1) Given the reactants C[O:2][C:3](=[O:41])[C:4]1[CH:9]=[CH:8][CH:7]=[CH:6][C:5]=1[NH:10][C:11]([N:13]1[CH2:17][C@@H:16]([CH2:18][C:19]([CH3:22])([CH3:21])[CH3:20])[C@@:15]([C:25]2[CH:30]=[CH:29][C:28]([Cl:31])=[CH:27][C:26]=2[F:32])([C:23]#[N:24])[C@H:14]1[C:33]1[CH:38]=[CH:37][CH:36]=[C:35]([Cl:39])[C:34]=1[F:40])=[O:12].[Li+].[OH-], predict the reaction product. The product is: [Cl:39][C:35]1[C:34]([F:40])=[C:33]([C@@H:14]2[C@:15]([C:25]3[CH:30]=[CH:29][C:28]([Cl:31])=[CH:27][C:26]=3[F:32])([C:23]#[N:24])[C@H:16]([CH2:18][C:19]([CH3:22])([CH3:21])[CH3:20])[CH2:17][N:13]2[C:11]([NH:10][C:5]2[CH:6]=[CH:7][CH:8]=[CH:9][C:4]=2[C:3]([OH:41])=[O:2])=[O:12])[CH:38]=[CH:37][CH:36]=1. (2) Given the reactants Cl[CH2:2][C:3]1[CH:4]=[C:5]([CH:8]=[CH:9][C:10]=1[O:11][CH3:12])[CH:6]=O.[CH3:13][C:14]1[CH:19]=[CH:18][CH:17]=[C:16]([CH3:20])[C:15]=1[SH:21].C(=O)([O-])[O-].[K+].[K+].[NH2:28][C:29]1[CH:43]=[CH:42][CH:41]=[CH:40][C:30]=1[C:31]([NH:33][CH2:34][C:35]1[O:36][CH:37]=[CH:38][CH:39]=1)=[O:32].FC(F)(F)S([O-])(=O)=O.[Yb+3].FC(F)(F)S([O-])(=O)=O.FC(F)(F)S([O-])(=O)=O, predict the reaction product. The product is: [CH3:13][C:14]1[CH:19]=[CH:18][CH:17]=[C:16]([CH3:20])[C:15]=1[S:21][CH2:2][C:3]1[CH:4]=[C:5]([CH:6]2[N:33]([CH2:34][C:35]3[O:36][CH:37]=[CH:38][CH:39]=3)[C:31](=[O:32])[C:30]3[C:29](=[CH:43][CH:42]=[CH:41][CH:40]=3)[NH:28]2)[CH:8]=[CH:9][C:10]=1[O:11][CH3:12].